This data is from Full USPTO retrosynthesis dataset with 1.9M reactions from patents (1976-2016). The task is: Predict the reactants needed to synthesize the given product. (1) Given the product [OH:1][CH:2]([C:20]1[CH:21]=[CH:22][C:23]([O:26][CH3:27])=[CH:24][CH:25]=1)[CH:3]([CH2:9][C:10]1[CH:11]=[CH:12][C:13]([C:16]([F:18])([F:19])[F:17])=[CH:14][CH:15]=1)[C:4]([OH:6])=[O:5], predict the reactants needed to synthesize it. The reactants are: [OH:1][CH:2]([C:20]1[CH:25]=[CH:24][C:23]([O:26][CH3:27])=[CH:22][CH:21]=1)[CH:3]([CH2:9][C:10]1[CH:15]=[CH:14][C:13]([C:16]([F:19])([F:18])[F:17])=[CH:12][CH:11]=1)[C:4]([O:6]CC)=[O:5].[OH-].[Na+].Cl. (2) The reactants are: [C:1]1([C:39]2[CH:44]=[CH:43][CH:42]=[CH:41][CH:40]=2)[CH:6]=[CH:5][CH:4]=[C:3]([CH2:7][N:8]2[C:12]3[CH:13]=[CH:14][C:15]([O:17][CH2:18][C:19]4[CH:28]=[CH:27][C:26]5[C:21](=[CH:22][CH:23]=[CH:24][CH:25]=5)[N:20]=4)=[CH:16][C:11]=3[N:10]=[C:9]2[CH2:29][C:30]2([C:35]([O:37]C)=[O:36])[CH2:34][CH2:33][CH2:32][CH2:31]2)[CH:2]=1.C1COCC1.[Li+].[OH-].Cl. Given the product [C:1]1([C:39]2[CH:40]=[CH:41][CH:42]=[CH:43][CH:44]=2)[CH:6]=[CH:5][CH:4]=[C:3]([CH2:7][N:8]2[C:12]3[CH:13]=[CH:14][C:15]([O:17][CH2:18][C:19]4[CH:28]=[CH:27][C:26]5[C:21](=[CH:22][CH:23]=[CH:24][CH:25]=5)[N:20]=4)=[CH:16][C:11]=3[N:10]=[C:9]2[CH2:29][C:30]2([C:35]([OH:37])=[O:36])[CH2:34][CH2:33][CH2:32][CH2:31]2)[CH:2]=1, predict the reactants needed to synthesize it. (3) Given the product [C:1]([NH:5][C:6]1[N:15]=[CH:14][C:13]2[C:12]([S:16][CH3:17])=[N:11][CH:10]=[N:9][C:8]=2[CH:7]=1)(=[O:3])[CH3:2], predict the reactants needed to synthesize it. The reactants are: [C:1](Cl)(=[O:3])[CH3:2].[NH2:5][C:6]1[N:15]=[CH:14][C:13]2[C:12]([S:16][CH3:17])=[N:11][CH:10]=[N:9][C:8]=2[CH:7]=1.CCN(CC)CC.O. (4) Given the product [N+:39]([C:34]1[CH:35]=[CH:36][CH:37]=[CH:38][C:33]=1[CH2:32][O:31][CH2:30][C:28]1[C:26]([NH2:27])=[N:25][C:23](=[O:24])[N:22]([CH:29]=1)[C@@H:10]1[O:11][C@H:12]([CH2:13][OH:14])[C@@H:8]([OH:42])[CH2:9]1)([O-:41])=[O:40], predict the reactants needed to synthesize it. The reactants are: [Si]([C@@:8]1([OH:42])[C@@H:12]([CH2:13][O:14][Si](C(C)(C)C)(C)C)[O:11][C@@H:10]([N:22]2[CH:29]=[C:28]([CH2:30][O:31][CH2:32][C:33]3[CH:38]=[CH:37][CH:36]=[CH:35][C:34]=3[N+:39]([O-:41])=[O:40])[C:26]([NH2:27])=[N:25][C:23]2=[O:24])[CH2:9]1)(C(C)(C)C)(C)C.[N+](CCCC)(CCCC)(CCCC)CCCC.[F-]. (5) Given the product [C:1]([O:5][C:6]([N:8]1[CH2:9][C:10](=[O:12])[N:35]([CH2:34][C:33]2[CH:36]=[CH:37][C:30]([F:29])=[CH:31][CH:32]=2)[C:14](=[O:16])[CH2:13]1)=[O:7])([CH3:2])([CH3:3])[CH3:4], predict the reactants needed to synthesize it. The reactants are: [C:1]([O:5][C:6]([N:8]([CH2:13][C:14]([OH:16])=O)[CH2:9][C:10]([OH:12])=O)=[O:7])([CH3:4])([CH3:3])[CH3:2].C(C1NC=CN=1)(C1NC=CN=1)=O.[F:29][C:30]1[CH:37]=[CH:36][C:33]([CH2:34][NH2:35])=[CH:32][CH:31]=1. (6) The reactants are: [Br:1][C:2]1[CH:3]=[C:4]([N:8]2[CH:12]=[C:11]([C:13]([OH:15])=O)[N:10]=[CH:9]2)[CH:5]=[CH:6][CH:7]=1.[C:16]([NH:19][NH2:20])(=[O:18])[CH3:17].ON1C2N=CC=CC=2N=N1.Cl.CN(C)CCCN=C=NCC. Given the product [C:16]([NH:19][NH:20][C:13]([C:11]1[N:10]=[CH:9][N:8]([C:4]2[CH:5]=[CH:6][CH:7]=[C:2]([Br:1])[CH:3]=2)[CH:12]=1)=[O:15])(=[O:18])[CH3:17], predict the reactants needed to synthesize it.